This data is from Catalyst prediction with 721,799 reactions and 888 catalyst types from USPTO. The task is: Predict which catalyst facilitates the given reaction. (1) Reactant: CN(C(/N=N/C(N(C)C)=O)=O)C.C(OC([N:20]1[CH2:25][CH2:24][N:23]([C:26]2[C:27]([O:32]CCO)=[N:28][CH:29]=[CH:30][N:31]=2)[CH2:22][CH2:21]1)=O)(C)(C)C.[C:36]1(P(C2C=CC=CC=2)C2C=CC=CC=2)C=CC=C[CH:37]=1.[CH2:55]([O:59][C:60]1[CH:61]=[C:62]([OH:66])[CH:63]=[CH:64][CH:65]=1)[CH2:56][CH2:57][CH3:58]. Product: [CH2:55]([O:59][C:60]1[CH:61]=[C:62]([CH:63]=[CH:64][CH:65]=1)[O:66][CH2:36][CH2:37][N:28]1[CH:29]=[CH:30][N:31]=[C:26]([N:23]2[CH2:22][CH2:21][NH:20][CH2:25][CH2:24]2)[C:27]1=[O:32])[CH2:56][CH2:57][CH3:58]. The catalyst class is: 118. (2) Reactant: OO.[C:3]1([CH3:22])[CH:8]=[CH:7][C:6]([CH:9]([C:15]2[CH:20]=[CH:19][C:18]([CH3:21])=[CH:17][CH:16]=2)[S:10][CH2:11][C:12]([NH2:14])=[O:13])=[CH:5][CH:4]=1.C(O)(=[O:25])C. Product: [C:3]1([CH3:22])[CH:4]=[CH:5][C:6]([CH:9]([C:15]2[CH:16]=[CH:17][C:18]([CH3:21])=[CH:19][CH:20]=2)[S:10]([CH2:11][C:12]([NH2:14])=[O:13])=[O:25])=[CH:7][CH:8]=1. The catalyst class is: 5. (3) Reactant: [Br:1][C:2]1[CH:9]=[CH:8][CH:7]=[C:6](F)[C:3]=1[CH:4]=O.Cl.[C:12]1([CH3:20])[CH:17]=[CH:16][CH:15]=[C:14]([NH:18][NH2:19])[CH:13]=1.C(=O)([O-])[O-].[Cs+].[Cs+].O. Product: [Br:1][C:2]1[CH:9]=[CH:8][CH:7]=[C:6]2[C:3]=1[CH:4]=[N:19][N:18]2[C:14]1[CH:13]=[C:12]([CH3:20])[CH:17]=[CH:16][CH:15]=1. The catalyst class is: 60. (4) Reactant: Cl[C:2]1[CH:7]=[C:6]([Cl:8])[N:5]=[CH:4][N:3]=1.C1C=CC(P(C2C=CC=CC=2)C2C=CC=CC=2)=CC=1.[Cl:28][C:29]1[CH:30]=[C:31](B(O)O)[CH:32]=[CH:33][C:34]=1[C:35]([F:38])([F:37])[F:36].[O-]P([O-])([O-])=O.[K+].[K+].[K+]. Product: [Cl:8][C:6]1[CH:7]=[C:2]([C:31]2[CH:32]=[CH:33][C:34]([C:35]([F:37])([F:38])[F:36])=[C:29]([Cl:28])[CH:30]=2)[N:3]=[CH:4][N:5]=1. The catalyst class is: 6. (5) Reactant: Cl[C:2]1[CH:18]=[CH:17][C:5]([C:6]([NH:8][CH2:9][CH2:10][N:11]2[CH2:16][CH2:15][CH2:14][CH2:13][CH2:12]2)=[O:7])=[C:4]([NH:19][CH2:20][CH3:21])[N:3]=1.[NH2:22][C:23]1[CH:28]=[CH:27][C:26](B2OC(C)(C)C(C)(C)O2)=[CH:25][C:24]=1[F:38].COCCOC.C([O-])(O)=O.[Na+]. Product: [NH2:22][C:23]1[CH:28]=[CH:27][C:26]([C:2]2[CH:18]=[CH:17][C:5]([C:6]([NH:8][CH2:9][CH2:10][N:11]3[CH2:16][CH2:15][CH2:14][CH2:13][CH2:12]3)=[O:7])=[C:4]([NH:19][CH2:20][CH3:21])[N:3]=2)=[CH:25][C:24]=1[F:38]. The catalyst class is: 8.